The task is: Predict the reaction yield, written as a fraction of the theoretical maximum amount of product (1.0 means a 100% yield; for example, 0.34 means a 34% yield).. This data is from Reaction yield outcomes from USPTO patents with 853,638 reactions. The reactants are Cl[C:2]1[N:11]=[C:10]([NH:12][CH2:13][CH:14]([O:21][C:22]2[CH:27]=[CH:26][CH:25]=[CH:24][CH:23]=2)[C:15]2[CH:20]=[CH:19][CH:18]=[CH:17][CH:16]=2)[C:9]2[C:4](=[CH:5][CH:6]=[CH:7][CH:8]=2)[N:3]=1.[CH3:28][C:29]1[C:34](B(O)O)=[CH:33][N:32]2[CH:38]=[CH:39][N:40]=[C:31]2[CH:30]=1.C(NC1C2C(=CC=CC=2)N=C(C2SC3C=CC=CC=3C=2)N=1)(C1C=CC=CC=1)C1C=CC=CC=1. The catalyst is C(Cl)(Cl)Cl.CO. The product is [CH3:28][C:29]1[C:34]([C:2]2[N:11]=[C:10]([NH:12][CH2:13][CH:14]([O:21][C:22]3[CH:27]=[CH:26][CH:25]=[CH:24][CH:23]=3)[C:15]3[CH:20]=[CH:19][CH:18]=[CH:17][CH:16]=3)[C:9]3[C:4](=[CH:5][CH:6]=[CH:7][CH:8]=3)[N:3]=2)=[CH:33][N:32]2[CH:38]=[CH:39][N:40]=[C:31]2[CH:30]=1. The yield is 0.150.